The task is: Regression. Given two drug SMILES strings and cell line genomic features, predict the synergy score measuring deviation from expected non-interaction effect.. This data is from NCI-60 drug combinations with 297,098 pairs across 59 cell lines. (1) Drug 1: C1CCN(CC1)CCOC2=CC=C(C=C2)C(=O)C3=C(SC4=C3C=CC(=C4)O)C5=CC=C(C=C5)O. Drug 2: CNC(=O)C1=NC=CC(=C1)OC2=CC=C(C=C2)NC(=O)NC3=CC(=C(C=C3)Cl)C(F)(F)F. Cell line: UACC62. Synergy scores: CSS=12.3, Synergy_ZIP=-2.94, Synergy_Bliss=-1.60, Synergy_Loewe=-3.89, Synergy_HSA=-3.54. (2) Drug 1: CC1CCC2CC(C(=CC=CC=CC(CC(C(=O)C(C(C(=CC(C(=O)CC(OC(=O)C3CCCCN3C(=O)C(=O)C1(O2)O)C(C)CC4CCC(C(C4)OC)O)C)C)O)OC)C)C)C)OC. Drug 2: C1C(C(OC1N2C=NC(=NC2=O)N)CO)O. Cell line: K-562. Synergy scores: CSS=50.1, Synergy_ZIP=-3.89, Synergy_Bliss=-2.05, Synergy_Loewe=7.53, Synergy_HSA=7.20. (3) Drug 1: CCC(=C(C1=CC=CC=C1)C2=CC=C(C=C2)OCCN(C)C)C3=CC=CC=C3.C(C(=O)O)C(CC(=O)O)(C(=O)O)O. Drug 2: C(=O)(N)NO. Cell line: NCI-H322M. Synergy scores: CSS=-0.990, Synergy_ZIP=0.857, Synergy_Bliss=-0.0998, Synergy_Loewe=-1.19, Synergy_HSA=-2.31.